Predict the reaction yield, written as a fraction of the theoretical maximum amount of product (1.0 means a 100% yield; for example, 0.34 means a 34% yield). From a dataset of Reaction yield outcomes from USPTO patents with 853,638 reactions. (1) The reactants are [F:1][C:2]1[CH:23]=[CH:22][C:5]([CH2:6][NH:7][C:8]([C:10]2[S:14][C:13]([N:15]3[CH2:19][CH2:18][CH2:17][C:16]3=[O:20])=[N:12][C:11]=2[CH3:21])=[O:9])=[CH:4][CH:3]=1.C[Si]([N-][Si](C)(C)C)(C)C.[Li+].[Br:34]N1C(=O)CCC1=O. The catalyst is O1CCCC1. The product is [Br:34][CH:17]1[CH2:18][CH2:19][N:15]([C:13]2[S:14][C:10]([C:8]([NH:7][CH2:6][C:5]3[CH:22]=[CH:23][C:2]([F:1])=[CH:3][CH:4]=3)=[O:9])=[C:11]([CH3:21])[N:12]=2)[C:16]1=[O:20]. The yield is 0.510. (2) The reactants are [F:1][C:2]([F:14])([F:13])[O:3][C:4]1[CH:5]=[C:6]([CH:10]=[CH:11][CH:12]=1)[C:7]([OH:9])=O.CN(C)C=O.C(Cl)(=O)C(Cl)=O.[CH3:26][NH:27][O:28][CH3:29].C(N(CC)CC)C. The catalyst is ClCCl.O. The product is [CH3:29][O:28][N:27]([CH3:26])[C:7](=[O:9])[C:6]1[CH:10]=[CH:11][CH:12]=[C:4]([O:3][C:2]([F:1])([F:14])[F:13])[CH:5]=1. The yield is 0.800. (3) The reactants are [NH2:1][CH:2]([C:4]1[CH:28]=[CH:27][C:7]([C:8]([NH:10][C:11]2[CH:26]=[CH:25][CH:24]=[CH:23][C:12]=2[C:13]([NH:15][C:16]2[CH:21]=[CH:20][C:19]([Cl:22])=[CH:18][N:17]=2)=[O:14])=[O:9])=[C:6]([O:29]COC)[CH:5]=1)[CH3:3].FC(F)(F)C(O)=O.O. The catalyst is C(Cl)Cl. The product is [NH2:1][CH:2]([C:4]1[CH:28]=[CH:27][C:7]([C:8]([NH:10][C:11]2[CH:26]=[CH:25][CH:24]=[CH:23][C:12]=2[C:13]([NH:15][C:16]2[CH:21]=[CH:20][C:19]([Cl:22])=[CH:18][N:17]=2)=[O:14])=[O:9])=[C:6]([OH:29])[CH:5]=1)[CH3:3]. The yield is 0.970. (4) The reactants are C([O:8][C:9]1[CH:18]=[C:17]2[C:12]([C:13]([C:29]3[C:30]([CH3:39])=[C:31]4[C:36](=[CH:37][CH:38]=3)[O:35][CH2:34][CH2:33][CH2:32]4)=[C:14]([CH:21]([O:24][Si](C)(C)C)[C:22]#N)[N:15]([CH3:20])[C:16]2=[O:19])=[CH:11][CH:10]=1)C1C=CC=CC=1.[OH:40]S(O)(=O)=O.[CH3:45][OH:46]. No catalyst specified. The product is [CH3:45][O:46][C:22](=[O:40])[CH:21]([OH:24])[C:14]1[N:15]([CH3:20])[C:16](=[O:19])[C:17]2[C:12]([C:13]=1[C:29]1[C:30]([CH3:39])=[C:31]3[C:36](=[CH:37][CH:38]=1)[O:35][CH2:34][CH2:33][CH2:32]3)=[CH:11][CH:10]=[C:9]([OH:8])[CH:18]=2. The yield is 0.320. (5) The reactants are [CH2:1]([O:3][C:4](=[O:16])[CH2:5][N:6]1[C:14]2[CH2:13][CH2:12][CH2:11][C:10](=[O:15])[C:9]=2[CH:8]=[N:7]1)[CH3:2].C(N(CC)CC)C.Cl. The catalyst is C(N(CC)CC)C.C(O)=O. The product is [CH2:1]([O:3][C:4](=[O:16])[CH2:5][N:6]1[C:14]2[CH2:13][CH2:12][CH2:11][C@H:10]([OH:15])[C:9]=2[CH:8]=[N:7]1)[CH3:2]. The yield is 0.850. (6) The reactants are P([O-])([O-])([O-])=O.[K+].[K+].[K+].N1[CH:14]=[CH:13][CH:12]=[CH:11][C:10]=1[C:15]([OH:17])=O.[NH2:18][C:19]1[CH:20]=[C:21](O)[CH:22]=[CH:23][C:24]=1[Cl:25].IC1C=CC=CC=1. The catalyst is [Cu]I.CS(C)=O. The product is [Cl:25][C:24]1[CH:23]=[CH:22][C:21]([O:17][C:15]2[CH:10]=[CH:11][CH:12]=[CH:13][CH:14]=2)=[CH:20][C:19]=1[NH2:18]. The yield is 0.850.